From a dataset of Catalyst prediction with 721,799 reactions and 888 catalyst types from USPTO. Predict which catalyst facilitates the given reaction. (1) Reactant: [F:1][C:2]1[C:3]([NH:12][C:13]2[CH:18]=[CH:17][C:16]([CH2:19][CH2:20][OH:21])=[CH:15][C:14]=2[F:22])=[C:4]([CH:8]=[CH:9][C:10]=1[F:11])[C:5]([OH:7])=O.[NH2:23][O:24][CH2:25][CH2:26][OH:27].C[N+]1(C2N=C(OC)N=C(OC)N=2)CCOCC1.[Cl-]. Product: [F:1][C:2]1[C:3]([NH:12][C:13]2[CH:18]=[CH:17][C:16]([CH2:19][CH2:20][OH:21])=[CH:15][C:14]=2[F:22])=[C:4]([CH:8]=[CH:9][C:10]=1[F:11])[C:5]([NH:23][O:24][CH2:25][CH2:26][OH:27])=[O:7]. The catalyst class is: 5. (2) Reactant: [NH2:1][C:2]1[CH:11]=[CH:10][C:9]([N:12]2[CH2:19][CH:18]3[CH:14]([CH2:15][N:16]([CH3:20])[CH2:17]3)[CH2:13]2)=[CH:8][C:3]=1[C:4]([NH:6][CH3:7])=[O:5].[OH-].[Li+].[CH2:23](OC(OCC)OCC)C. Product: [CH3:7][N:6]1[C:4](=[O:5])[C:3]2[C:2](=[CH:11][CH:10]=[C:9]([N:12]3[CH2:13][CH:14]4[CH:18]([CH2:17][N:16]([CH3:20])[CH2:15]4)[CH2:19]3)[CH:8]=2)[N:1]=[CH:23]1. The catalyst class is: 5. (3) Reactant: [CH3:1][C:2]1[CH:3]=[CH:4][C:5]([OH:24])=[C:6]([C@@H:8]([C:18]2[CH:19]=[CH:20][CH:21]=[CH:22][CH:23]=2)[CH2:9][CH2:10][N:11]([CH:15]([CH3:17])[CH3:16])[CH:12]([CH3:14])[CH3:13])[CH:7]=1.[C:25]([OH:37])(=[O:36])[CH2:26][NH:27][C:28]([C:30]1[CH:35]=[CH:34][CH:33]=[CH:32][CH:31]=1)=[O:29]. Product: [CH3:1][C:2]1[CH:3]=[CH:4][C:5]([OH:24])=[C:6]([C@@H:8]([C:18]2[CH:19]=[CH:20][CH:21]=[CH:22][CH:23]=2)[CH2:9][CH2:10][N:11]([CH:12]([CH3:14])[CH3:13])[CH:15]([CH3:16])[CH3:17])[CH:7]=1.[C:25]([O-:37])(=[O:36])[CH2:26][NH:27][C:28]([C:30]1[CH:31]=[CH:32][CH:33]=[CH:34][CH:35]=1)=[O:29]. The catalyst class is: 21. (4) Reactant: [CH2:1]([O:8][C:9]1[CH:14]=[CH:13][C:12]([C:15](=[O:31])[CH:16]([N:18]2[CH2:23][CH2:22][C:21]([OH:30])([C:24]3[CH:29]=[CH:28][CH:27]=[CH:26][CH:25]=3)[CH2:20][CH2:19]2)[CH3:17])=[CH:11][CH:10]=1)[C:2]1[CH:7]=[CH:6][CH:5]=[CH:4][CH:3]=1.[C:32]([C@:40]([C:55]([OH:57])=[O:56])([OH:54])[C@:41]([C:46](=[O:53])[C:47]1[CH:52]=[CH:51][CH:50]=[CH:49][CH:48]=1)([OH:45])[C:42]([OH:44])=[O:43])(=[O:39])[C:33]1[CH:38]=[CH:37][CH:36]=[CH:35][CH:34]=1. Product: [C:46]([C@:41]([C:42]([OH:44])=[O:43])([OH:45])[C@:40]([C:32](=[O:39])[C:33]1[CH:38]=[CH:37][CH:36]=[CH:35][CH:34]=1)([OH:54])[C:55]([OH:57])=[O:56])(=[O:53])[C:47]1[CH:52]=[CH:51][CH:50]=[CH:49][CH:48]=1.[CH2:1]([O:8][C:9]1[CH:14]=[CH:13][C:12]([C:15](=[O:31])[C@@H:16]([N:18]2[CH2:23][CH2:22][C:21]([OH:30])([C:24]3[CH:29]=[CH:28][CH:27]=[CH:26][CH:25]=3)[CH2:20][CH2:19]2)[CH3:17])=[CH:11][CH:10]=1)[C:2]1[CH:3]=[CH:4][CH:5]=[CH:6][CH:7]=1. The catalyst class is: 21. (5) Reactant: [CH2:1]1[CH2:31][O:30][C:3]2([CH2:20][CH2:19][C:18]3[C@@:5]([OH:29])([CH2:6][CH2:7][C@@H:8]4[C:17]=3[C@@H:16]([C:21]3[CH:26]=[CH:25][C:24](I)=[CH:23][CH:22]=3)[CH2:15][C@@:13]3([CH3:14])[C@H:9]4[CH2:10][CH2:11][C:12]3=[O:28])[CH2:4]2)[O:2]1.[NH:32]1[CH:36]=[CH:35][N:34]=[CH:33]1.CN(C)CC(O)=O.C(=O)([O-])[O-].[K+].[K+]. Product: [CH2:1]1[CH2:31][O:30][C:3]2([CH2:20][CH2:19][C:18]3[C@@:5]([OH:29])([CH2:6][CH2:7][C@@H:8]4[C:17]=3[C@@H:16]([C:21]3[CH:26]=[CH:25][C:24]([N:32]5[CH:36]=[CH:35][N:34]=[CH:33]5)=[CH:23][CH:22]=3)[CH2:15][C@@:13]3([CH3:14])[C@H:9]4[CH2:10][CH2:11][C:12]3=[O:28])[CH2:4]2)[O:2]1. The catalyst class is: 16. (6) Reactant: [CH2:1](I)[CH3:2].[NH2:4][C:5]1[N:10]=[C:9]([CH:11]2[CH2:16][CH2:15][CH2:14][N:13]([C:17]([O:19][C:20]([CH3:23])([CH3:22])[CH3:21])=[O:18])[CH2:12]2)[CH:8]=[C:7]([C:24]2[C:29]([OH:30])=[CH:28][CH:27]=[CH:26][C:25]=2[OH:31])[N:6]=1.C(=O)([O-])[O-].[K+].[K+].CN(C=O)C. Product: [NH2:4][C:5]1[N:10]=[C:9]([CH:11]2[CH2:16][CH2:15][CH2:14][N:13]([C:17]([O:19][C:20]([CH3:23])([CH3:21])[CH3:22])=[O:18])[CH2:12]2)[CH:8]=[C:7]([C:24]2[C:25]([OH:31])=[CH:26][CH:27]=[CH:28][C:29]=2[O:30][CH2:1][CH3:2])[N:6]=1. The catalyst class is: 13. (7) Reactant: [CH3:1][S:2]([N:5]1[CH2:24][CH2:23][C:8]2[N:9]=[C:10]([O:13][CH2:14][CH2:15][CH2:16][CH:17]3[CH2:22][CH2:21][NH:20][CH2:19][CH2:18]3)[N:11]=[CH:12][C:7]=2[CH2:6]1)(=[O:4])=[O:3].C([O-])([O-])=O.[Cs+].[Cs+].Cl[C:32]1[N:37]=[CH:36][C:35]([CH2:38][CH3:39])=[CH:34][N:33]=1.C(C1C=CN=CC=1C)#N. Product: [CH2:38]([C:35]1[CH:34]=[N:33][C:32]([N:20]2[CH2:19][CH2:18][CH:17]([CH2:16][CH2:15][CH2:14][O:13][C:10]3[N:11]=[CH:12][C:7]4[CH2:6][N:5]([S:2]([CH3:1])(=[O:3])=[O:4])[CH2:24][CH2:23][C:8]=4[N:9]=3)[CH2:22][CH2:21]2)=[N:37][CH:36]=1)[CH3:39]. The catalyst class is: 12.